From a dataset of Full USPTO retrosynthesis dataset with 1.9M reactions from patents (1976-2016). Predict the reactants needed to synthesize the given product. (1) Given the product [C:29]1([C@H:28]([C:35]2[NH:8][N:7]=[C:4]([CH2:3][C:2]3[CH:16]=[CH:14][CH:15]=[CH:6][CH:1]=3)[N:5]=2)[NH2:27])[CH:30]=[CH:31][CH:32]=[CH:33][CH:34]=1, predict the reactants needed to synthesize it. The reactants are: [CH:1]1[CH:6]=[N:5][C:4]2[N:7](O)[N:8]=N[C:3]=2[CH:2]=1.CCN(C(C)C)[CH:14]([CH3:16])[CH3:15].CC(OC([NH:27][C@@H:28]([C:35](O)=O)[C:29]1[CH:34]=[CH:33][CH:32]=[CH:31][CH:30]=1)=O)(C)C.NN. (2) Given the product [CH3:1][O:2][C:3](=[O:12])[C:4]1[CH:9]=[CH:8][C:7]([NH:10][C:22](=[O:24])[CH2:21][S:20][C:19]([C:31]2[CH:36]=[CH:35][CH:34]=[CH:33][CH:32]=2)([C:13]2[CH:18]=[CH:17][CH:16]=[CH:15][CH:14]=2)[C:25]2[CH:30]=[CH:29][CH:28]=[CH:27][CH:26]=2)=[C:6]([NH:11][C:22](=[O:24])[CH2:21][S:20][C:19]([C:46]2[CH:47]=[CH:48][CH:49]=[CH:50][CH:51]=2)([C:13]2[CH:18]=[CH:17][CH:16]=[CH:15][CH:14]=2)[C:25]2[CH:30]=[CH:29][CH:28]=[CH:27][CH:26]=2)[CH:5]=1, predict the reactants needed to synthesize it. The reactants are: [CH3:1][O:2][C:3](=[O:12])[C:4]1[CH:9]=[CH:8][C:7]([NH2:10])=[C:6]([NH2:11])[CH:5]=1.[C:13]1([C:19]([C:31]2[CH:36]=[CH:35][CH:34]=[CH:33][CH:32]=2)([C:25]2[CH:30]=[CH:29][CH:28]=[CH:27][CH:26]=2)[S:20][CH2:21][C:22]([OH:24])=O)[CH:18]=[CH:17][CH:16]=[CH:15][CH:14]=1.[CH:46]1(N=C=N[CH:46]2[CH2:51][CH2:50][CH2:49][CH2:48][CH2:47]2)[CH2:51][CH2:50][CH2:49][CH2:48][CH2:47]1. (3) Given the product [CH2:42]([O:49][C:50]([CH2:52][O:53][C:54](=[O:75])[C@@:55]([CH2:73][OH:74])([CH3:72])[CH2:56][C@H:57]([NH:71][C:6]([C:4]1[NH:3][N:2]=[N:1][CH:5]=1)=[O:8])[CH2:58][C:59]1[CH:60]=[CH:61][C:62]([C:65]2[CH:70]=[CH:69][CH:68]=[CH:67][CH:66]=2)=[CH:63][CH:64]=1)=[O:51])[C:43]1[CH:44]=[CH:45][CH:46]=[CH:47][CH:48]=1, predict the reactants needed to synthesize it. The reactants are: [NH:1]1[CH:5]=[C:4]([C:6]([OH:8])=O)[N:3]=[N:2]1.CCN(C(C)C)C(C)C.CN(C(ON1N=NC2C=CC=NC1=2)=[N+](C)C)C.F[P-](F)(F)(F)(F)F.[CH2:42]([O:49][C:50]([CH2:52][O:53][C:54](=[O:75])[C@@:55]([CH2:73][OH:74])([CH3:72])[CH2:56][C@H:57]([NH2:71])[CH2:58][C:59]1[CH:64]=[CH:63][C:62]([C:65]2[CH:70]=[CH:69][CH:68]=[CH:67][CH:66]=2)=[CH:61][CH:60]=1)=[O:51])[C:43]1[CH:48]=[CH:47][CH:46]=[CH:45][CH:44]=1. (4) Given the product [CH2:10]([O:12][C:13]([N:15]1[CH2:16][CH2:17][N:18]([CH:24]([C:23]2[CH:26]=[CH:27][C:28]([F:30])=[CH:29][C:22]=2[F:21])[C:9]#[C:8][C:4]2[CH:5]=[CH:6][CH:7]=[C:2]([Cl:1])[CH:3]=2)[CH2:19][CH2:20]1)=[O:14])[CH3:11], predict the reactants needed to synthesize it. The reactants are: [Cl:1][C:2]1[CH:3]=[C:4]([C:8]#[CH:9])[CH:5]=[CH:6][CH:7]=1.[CH2:10]([O:12][C:13]([N:15]1[CH2:20][CH2:19][NH:18][CH2:17][CH2:16]1)=[O:14])[CH3:11].[F:21][C:22]1[CH:29]=[C:28]([F:30])[CH:27]=[CH:26][C:23]=1[CH:24]=O. (5) The reactants are: [Cl:1][C:2]1[CH:7]=[CH:6][C:5]([CH2:8][N:9]2[CH2:14][CH2:13][NH:12][CH2:11][CH2:10]2)=[C:4]([N:15]2[CH2:20][CH2:19][N:18]3[N:21]=[CH:22][N:23]=[C:17]3[CH2:16]2)[CH:3]=1.[C:24](=O)([O:33]N1C(=O)CCC1=O)[O:25][N:26]1[C:30](=[O:31])[CH2:29][CH2:28][C:27]1=[O:32].C(N(CC)CC)C. Given the product [Cl:1][C:2]1[CH:7]=[CH:6][C:5]([CH2:8][N:9]2[CH2:10][CH2:11][N:12]([C:24]([O:25][N:26]3[C:30](=[O:31])[CH2:29][CH2:28][C:27]3=[O:32])=[O:33])[CH2:13][CH2:14]2)=[C:4]([N:15]2[CH2:20][CH2:19][N:18]3[N:21]=[CH:22][N:23]=[C:17]3[CH2:16]2)[CH:3]=1, predict the reactants needed to synthesize it. (6) Given the product [CH2:32]([O:31][C:29](=[O:30])[NH:18][CH2:17][CH:15]1[CH2:14][C:13]2[C:8]([C:3]3[CH:4]=[CH:5][CH:6]=[CH:7][C:2]=3[CH3:1])=[CH:9][CH:10]=[CH:11][C:12]=2[O:16]1)[C:33]1[CH:38]=[CH:37][CH:36]=[CH:35][CH:34]=1, predict the reactants needed to synthesize it. The reactants are: [CH3:1][C:2]1[CH:7]=[CH:6][CH:5]=[CH:4][C:3]=1[C:8]1[C:13]2[CH2:14][CH:15]([CH2:17][NH2:18])[O:16][C:12]=2[CH:11]=[CH:10][CH:9]=1.C(N(C(C)C)CC)(C)C.Cl[C:29]([O:31][CH2:32][C:33]1[CH:38]=[CH:37][CH:36]=[CH:35][CH:34]=1)=[O:30]. (7) Given the product [CH2:19]([O:20][C:8]1[N:7]=[C:6]([C:4]([OH:3])=[O:5])[CH:11]=[C:10]([CH2:12][CH3:13])[N:9]=1)[CH3:18], predict the reactants needed to synthesize it. The reactants are: C([O:3][C:4]([C:6]1[CH:11]=[C:10]([CH2:12][CH3:13])[N:9]=[C:8](S(C)(=O)=O)[N:7]=1)=[O:5])C.[CH3:18][CH2:19][O-:20].[Na+].